This data is from Catalyst prediction with 721,799 reactions and 888 catalyst types from USPTO. The task is: Predict which catalyst facilitates the given reaction. (1) Reactant: C[O:2][C:3]([C:5]1[C:9]([NH:10][C:11]([C:13]2[CH:18]=[CH:17][CH:16]=[C:15]([C:19]3[CH:20]=[N:21][N:22]([CH2:24][CH2:25][Cl:26])[CH:23]=3)[N:14]=2)=[O:12])=[CH:8][N:7]([CH3:27])[N:6]=1)=[O:4].O.[OH-].[Li+:30]. Product: [Cl:26][CH2:25][CH2:24][N:22]1[CH:23]=[C:19]([C:15]2[N:14]=[C:13]([C:11]([NH:10][C:9]3[C:5]([C:3]([O-:4])=[O:2])=[N:6][N:7]([CH3:27])[CH:8]=3)=[O:12])[CH:18]=[CH:17][CH:16]=2)[CH:20]=[N:21]1.[Li+:30]. The catalyst class is: 20. (2) Reactant: [CH2:1]([C:3]1([C:13]2[C:21]3[C:16](=[C:17]([N+:22]([O-:24])=[O:23])[CH:18]=[CH:19][CH:20]=3)[NH:15][CH:14]=2)[C:11]2[C:6](=[CH:7][C:8]([F:12])=[CH:9][CH:10]=2)[CH2:5][CH2:4]1)[CH3:2].[CH3:25][O-].[Na+].IC. Product: [CH2:1]([C:3]1([C:13]2[C:21]3[C:16](=[C:17]([N+:22]([O-:24])=[O:23])[CH:18]=[CH:19][CH:20]=3)[N:15]([CH3:25])[CH:14]=2)[C:11]2[C:6](=[CH:7][C:8]([F:12])=[CH:9][CH:10]=2)[CH2:5][CH2:4]1)[CH3:2]. The catalyst class is: 869.